This data is from Catalyst prediction with 721,799 reactions and 888 catalyst types from USPTO. The task is: Predict which catalyst facilitates the given reaction. (1) Reactant: C(=O)([O-])[O-].[Cs+].[Cs+].Cl[CH2:8][C:9]#[N:10].[C:11]1([CH:17]2[CH2:26][CH2:25][C:24]3[C:19](=[CH:20][CH:21]=[C:22]([OH:27])[CH:23]=3)[O:18]2)[CH:16]=[CH:15][CH:14]=[CH:13][CH:12]=1.Cl. Product: [C:11]1([CH:17]2[CH2:26][CH2:25][C:24]3[C:19](=[CH:20][CH:21]=[C:22]([O:27][CH2:8][C:9]#[N:10])[CH:23]=3)[O:18]2)[CH:12]=[CH:13][CH:14]=[CH:15][CH:16]=1. The catalyst class is: 10. (2) Reactant: [C:1]([N:8]1[CH2:13][CH2:12][CH2:11][CH2:10][C:9]1=O)([O:3][C:4]([CH3:7])([CH3:6])[CH3:5])=[O:2].[CH:15]1([NH2:22])[CH2:21][CH2:20][CH2:19][CH2:18][CH2:17][CH2:16]1.C(O[BH-](OC(=O)C)OC(=O)C)(=O)C.[Na+].[OH-].[Na+]. Product: [CH:15]1([NH:22][CH:11]2[CH2:12][CH2:13][N:8]([C:1]([O:3][C:4]([CH3:7])([CH3:6])[CH3:5])=[O:2])[CH2:9][CH2:10]2)[CH2:21][CH2:20][CH2:19][CH2:18][CH2:17][CH2:16]1. The catalyst class is: 96. (3) Reactant: [CH2:1]([O:3][C:4]([C:6]1[CH:11]=[C:10]([C:12]([O:14][CH2:15][CH3:16])=[O:13])[CH:9]=[CH:8][N:7]=1)=[O:5])[CH3:2].ClC(Cl)C.[BH4-].[Na+].Cl. Product: [OH:13][CH2:12][C:10]1[CH:9]=[CH:8][N:7]=[C:6]([C:4]([O:3][CH2:1][CH3:2])=[O:5])[CH:11]=1.[OH:3][CH2:4][C:6]1[CH:11]=[C:10]([CH:9]=[CH:8][N:7]=1)[C:12]([O:14][CH2:15][CH3:16])=[O:13]. The catalyst class is: 8. (4) Reactant: [CH3:1][C:2]1[CH:7]=[CH:6][C:5]([S:8]([O:11][CH2:12][CH:13]2[CH2:17][C:16]3[CH:18]=[CH:19][CH:20]=[C:21](Br)[C:15]=3[O:14]2)(=[O:10])=[O:9])=[CH:4][CH:3]=1.[F:23][C:24]([F:35])([F:34])[C:25]1[CH:30]=[CH:29][C:28](B(O)O)=[CH:27][CH:26]=1.C(=O)([O-])[O-].[K+].[K+].CC1C=CC(S(OCC2CC3C(C4C=CC=CC=4)=CC=CC=3O2)(=O)=O)=CC=1. Product: [CH3:1][C:2]1[CH:7]=[CH:6][C:5]([S:8]([O:11][CH2:12][CH:13]2[CH2:17][C:16]3[CH:18]=[CH:19][CH:20]=[C:21]([C:28]4[CH:29]=[CH:30][C:25]([C:24]([F:35])([F:34])[F:23])=[CH:26][CH:27]=4)[C:15]=3[O:14]2)(=[O:10])=[O:9])=[CH:4][CH:3]=1. The catalyst class is: 608. (5) The catalyst class is: 86. Product: [Br:20][C:19]1[CH:18]=[N:17][N:14]2[CH:15]=[CH:16][C:11]([NH:10][CH2:6][CH2:7][CH2:8][CH3:9])=[N:12][C:13]=12. Reactant: C([O-])(=O)C.[Na+].[CH2:6]([NH:10][C:11]1[CH:16]=[CH:15][N:14]2[N:17]=[CH:18][CH:19]=[C:13]2[N:12]=1)[CH2:7][CH2:8][CH3:9].[Br:20]Br.C(=O)(O)[O-].[Na+]. (6) Reactant: [C:1]([C:3]1[CH:4]=[C:5]([C:13]2[S:17][C:16]([N:18]3[CH:34]=[C:21]4[CH2:22][N:23]([CH2:26][CH2:27][CH2:28][C:29]([O:31]CC)=[O:30])[CH2:24][CH2:25][C:20]4=[N:19]3)=[N:15][N:14]=2)[CH:6]=[CH:7][C:8]=1[O:9][CH:10]([CH3:12])[CH3:11])#[N:2].[Li+].[OH-]. Product: [C:1]([C:3]1[CH:4]=[C:5]([C:13]2[S:17][C:16]([N:18]3[CH:34]=[C:21]4[CH2:22][N:23]([CH2:26][CH2:27][CH2:28][C:29]([OH:31])=[O:30])[CH2:24][CH2:25][C:20]4=[N:19]3)=[N:15][N:14]=2)[CH:6]=[CH:7][C:8]=1[O:9][CH:10]([CH3:11])[CH3:12])#[N:2]. The catalyst class is: 249.